Dataset: Forward reaction prediction with 1.9M reactions from USPTO patents (1976-2016). Task: Predict the product of the given reaction. (1) The product is: [Cl:24][C:23]1[CH:22]=[CH:21][C:20]([CH2:25][C@@H:26]([CH3:32])[C:27]([O:29][CH2:30][CH3:31])=[O:28])=[CH:19][C:18]=1[NH:17][C:15](=[O:16])[C@H:8]([CH:9]([C:11]([F:14])([F:13])[F:12])[CH3:10])[NH2:7]. Given the reactants C(OC([NH:7][C@H:8]([C:15]([NH:17][C:18]1[CH:19]=[C:20]([CH2:25][C@@H:26]([CH3:32])[C:27]([O:29][CH2:30][CH3:31])=[O:28])[CH:21]=[CH:22][C:23]=1[Cl:24])=[O:16])[CH:9]([C:11]([F:14])([F:13])[F:12])[CH3:10])=O)C=C.CC1(C)CC(=O)CC(=O)C1, predict the reaction product. (2) Given the reactants [C:1]([C:4]1[CH:5]=[C:6]([C:10]2[C:15]3[N:16]([C:19]4[CH:24]=[CH:23][CH:22]=[CH:21][CH:20]=4)[CH:17]=[N:18][C:14]=3[CH:13]=[C:12]([C:25]([F:28])([F:27])[F:26])[CH:11]=2)[CH:7]=[CH:8][CH:9]=1)(=[O:3])[CH3:2].[BH4-].[Na+], predict the reaction product. The product is: [OH:3][CH:1]([C:4]1[CH:5]=[C:6]([C:10]2[C:15]3[N:16]([C:19]4[CH:24]=[CH:23][CH:22]=[CH:21][CH:20]=4)[CH:17]=[N:18][C:14]=3[CH:13]=[C:12]([C:25]([F:28])([F:27])[F:26])[CH:11]=2)[CH:7]=[CH:8][CH:9]=1)[CH3:2]. (3) Given the reactants [CH3:1][O:2][C:3]1[CH:24]=[CH:23][C:6]([CH2:7][N:8]2[C:13](=[O:14])[C:12]([NH:15][CH3:16])=[C:11]([C:17](N(OC)C)=[O:18])[CH:10]=[N:9]2)=[CH:5][CH:4]=1.[H-].[H-].[H-].[H-].[Li+].[Al+3], predict the reaction product. The product is: [CH3:1][O:2][C:3]1[CH:4]=[CH:5][C:6]([CH2:7][N:8]2[C:13](=[O:14])[C:12]([NH:15][CH3:16])=[C:11]([CH:17]=[O:18])[CH:10]=[N:9]2)=[CH:23][CH:24]=1. (4) Given the reactants [OH:1][C:2]1[CH:3]=[C:4]2[C:9](=[CH:10][CH:11]=1)[C:8](=[O:12])[O:7][CH2:6][CH2:5]2.[O:13]1[CH2:17][CH2:16][CH2:15][C@H:14]1[CH2:18]OS(C)(=O)=O, predict the reaction product. The product is: [O:13]1[CH2:17][CH2:16][CH2:15][C@H:14]1[CH2:18][O:1][C:2]1[CH:3]=[C:4]2[C:9](=[CH:10][CH:11]=1)[C:8](=[O:12])[O:7][CH2:6][CH2:5]2. (5) Given the reactants [S-2:1].[Na+:2].[Na+].[SH-].[Na+].[C:6]([Cl:15])(=[O:14])[CH2:7][CH2:8][CH2:9][CH2:10][CH2:11][CH2:12][CH3:13].[OH2:16], predict the reaction product. The product is: [S-2:1].[Na+:2].[Na+:2].[S:1]1[CH:9]=[CH:8][CH:7]=[C:6]1[CH2:13][CH2:12][CH2:11][CH2:10][CH2:9][CH2:8][CH2:7][C:6]([O-:14])=[O:16].[Na+:2].[Cl-:15].[Na+:2]. (6) Given the reactants [F:1][C:2]([F:14])([F:13])[C:3]([OH:12])([C:7]1[S:8][CH:9]=[CH:10][CH:11]=1)[C:4]([OH:6])=O.[NH2:15][CH2:16][C:17]1[NH:26][C:25](=[O:27])[C:24]2[C:19](=[CH:20][CH:21]=[CH:22][CH:23]=2)N=1.ON1C2N=CC=C[C:32]=2N=N1.Cl.CN(C)CCCN=C=NCC, predict the reaction product. The product is: [F:13][C:2]([F:1])([F:14])[C:3]([OH:12])([C:7]1[S:8][CH:9]=[CH:10][CH:11]=1)[C:4]([NH:15][CH2:16][C:17]1[NH:26][C:25](=[O:27])[C:24]2[C:19]([CH:32]=1)=[CH:20][CH:21]=[CH:22][CH:23]=2)=[O:6]. (7) Given the reactants [NH2:1][CH2:2][CH2:3][CH2:4][NH:5][C:6]([NH:8][C:9]1[CH:14]=[C:13]([O:15][CH3:16])[CH:12]=[C:11]([NH:17][C:18]2[N:23]=[C:22]([C:24]3[CH:29]=[CH:28][C:27]([O:30][CH3:31])=[C:26]([C:32]#[N:33])[CH:25]=3)[CH:21]=[CH:20][N:19]=2)[CH:10]=1)=[O:7].CCN(CC)CC.[C:41](Cl)(=[O:43])[CH3:42], predict the reaction product. The product is: [C:32]([C:26]1[CH:25]=[C:24]([C:22]2[CH:21]=[CH:20][N:19]=[C:18]([NH:17][C:11]3[CH:10]=[C:9]([NH:8][C:6]([NH:5][CH2:4][CH2:3][CH2:2][NH:1][C:41](=[O:43])[CH3:42])=[O:7])[CH:14]=[C:13]([O:15][CH3:16])[CH:12]=3)[N:23]=2)[CH:29]=[CH:28][C:27]=1[O:30][CH3:31])#[N:33].